From a dataset of Full USPTO retrosynthesis dataset with 1.9M reactions from patents (1976-2016). Predict the reactants needed to synthesize the given product. (1) Given the product [CH3:17][O:16][C:8]1[CH:9]=[C:10]([CH3:15])[CH:11]=[C:12]([O:13][CH3:14])[C:7]=1[C:5]1[N:6]=[C:2]([N:1]=[C:18]([C:19]2[CH:24]=[CH:23][CH:22]=[CH:21][CH:20]=2)[C:25]2[CH:30]=[CH:29][CH:28]=[CH:27][CH:26]=2)[NH:3][N:4]=1, predict the reactants needed to synthesize it. The reactants are: [NH2:1][C:2]1[N:6]=[C:5]([C:7]2[C:12]([O:13][CH3:14])=[CH:11][C:10]([CH3:15])=[CH:9][C:8]=2[O:16][CH3:17])[NH:4][N:3]=1.[C:18](=N)([C:25]1[CH:30]=[CH:29][CH:28]=[CH:27][CH:26]=1)[C:19]1[CH:24]=[CH:23][CH:22]=[CH:21][CH:20]=1.C(OC(C)C)(C)C. (2) Given the product [C:18]([OH:23])(=[O:22])[CH:19]=[CH2:20].[NH2:3][C:2]([O:34][CH2:33][CH3:28])=[O:1], predict the reactants needed to synthesize it. The reactants are: [O:1]=[C:2]=[N:3]C1CC(C)(C)CC(C)(CN=C=O)C1.[P].[C:18]([O-:23])(=[O:22])[C:19](C)=[CH2:20].CC([C:28]1[C:33]([OH:34])=CC(C(C)(C)C)=C(O)C=1)(C)C.C(C1C=CC(P(=O)([O-])[O-])=C(CCCCCCCCC)C=1CCCCCCCCC)CCCCCCCC.C([O-])(=O)CCCCCCCCCCC.C([O-])(=O)CCCCCCCCCCC.C([Sn+2]CCCC)CCC.OO.[OH-].[K+]. (3) Given the product [CH:1]1([C:7]2[CH:8]=[CH:9][C:10]3[N:11]([C:13]([C:17]4[S:18][C:19]([C:28]([NH2:39])=[O:29])=[C:20]([C:22]5[CH:23]=[CH:24][CH:25]=[CH:26][CH:27]=5)[N:21]=4)=[C:14]([CH3:16])[N:15]=3)[CH:12]=2)[CH2:2][CH2:3][CH2:4][CH2:5][CH2:6]1, predict the reactants needed to synthesize it. The reactants are: [CH:1]1([C:7]2[CH:8]=[CH:9][C:10]3[N:11]([C:13]([C:17]4[S:18][C:19]([C:28](O)=[O:29])=[C:20]([C:22]5[CH:27]=[CH:26][CH:25]=[CH:24][CH:23]=5)[N:21]=4)=[C:14]([CH3:16])[N:15]=3)[CH:12]=2)[CH2:6][CH2:5][CH2:4][CH2:3][CH2:2]1.[Cl-].[NH4+].C1C=CC2N(O)N=[N:39]C=2C=1.CCN=C=NCCCN(C)C.C(=O)(O)[O-].[Na+]. (4) Given the product [Cl:1][C:2]1[N:3]=[C:4]([N:19]2[CH2:20][CH2:21][O:22][CH2:23][CH2:24]2)[C:5]2[S:10][C:9]([C:11]3[CH:12]=[C:13]([CH:14]=[CH:15][CH:16]=3)[O:17][CH2:32][CH2:33][OH:34])=[C:8]([CH3:18])[C:6]=2[N:7]=1, predict the reactants needed to synthesize it. The reactants are: [Cl:1][C:2]1[N:3]=[C:4]([N:19]2[CH2:24][CH2:23][O:22][CH2:21][CH2:20]2)[C:5]2[S:10][C:9]([C:11]3[CH:12]=[C:13]([OH:17])[CH:14]=[CH:15][CH:16]=3)=[C:8]([CH3:18])[C:6]=2[N:7]=1.C(=O)([O-])[O-].[Cs+].[Cs+].Cl[CH2:32][CH2:33][OH:34]. (5) Given the product [I:1][C:2]1[C:6]([C:7]([O:9][CH2:10][CH3:11])=[O:8])=[CH:5][N:4]([CH:13]2[CH2:14][CH2:15][CH2:16][CH2:17][O:12]2)[N:3]=1, predict the reactants needed to synthesize it. The reactants are: [I:1][C:2]1[C:6]([C:7]([O:9][CH2:10][CH3:11])=[O:8])=[CH:5][NH:4][N:3]=1.[O:12]1[CH:17]=[CH:16][CH2:15][CH2:14][CH2:13]1.CC1C=CC(S(O)(=O)=O)=CC=1. (6) The reactants are: CS([C:5]1[N:10]=[CH:9][C:8]([C:11]#[C:12][C:13]2[CH:18]=[CH:17][CH:16]=[CH:15][CH:14]=2)=[CH:7][N:6]=1)(=O)=O.[O:19]1[CH2:24][CH2:23][CH:22]([CH2:25][NH2:26])[CH2:21][CH2:20]1. Given the product [C:13]1([C:12]#[C:11][C:8]2[CH:7]=[N:6][C:5]([NH:26][CH2:25][CH:22]3[CH2:23][CH2:24][O:19][CH2:20][CH2:21]3)=[N:10][CH:9]=2)[CH:18]=[CH:17][CH:16]=[CH:15][CH:14]=1, predict the reactants needed to synthesize it.